This data is from Catalyst prediction with 721,799 reactions and 888 catalyst types from USPTO. The task is: Predict which catalyst facilitates the given reaction. Reactant: O=CC[O:4][C:5]1[CH:6]=[C:7]([C:11]2[S:15][C:14]([C:16]([O:18]CC)=O)=[CH:13][CH:12]=2)[CH:8]=[CH:9][CH:10]=1.[OH-].[Li+].[Cl-].ClC=[N+:26](C)C.[OH-].[NH4+]. Product: [OH:4][C:5]1[CH:6]=[C:7]([C:11]2[S:15][C:14]([C:16]([NH2:26])=[O:18])=[CH:13][CH:12]=2)[CH:8]=[CH:9][CH:10]=1. The catalyst class is: 132.